Regression. Given a peptide amino acid sequence and an MHC pseudo amino acid sequence, predict their binding affinity value. This is MHC class II binding data. From a dataset of Peptide-MHC class II binding affinity with 134,281 pairs from IEDB. The peptide sequence is RSLPPIVKDASIQVV. The MHC is DRB3_0101 with pseudo-sequence DRB3_0101. The binding affinity (normalized) is 0.801.